Dataset: Forward reaction prediction with 1.9M reactions from USPTO patents (1976-2016). Task: Predict the product of the given reaction. (1) Given the reactants [I:1][C:2]1[C:10]2[C:5](=[CH:6][CH:7]=[C:8]([NH2:11])[CH:9]=2)[NH:4][N:3]=1.[CH:12]1([CH:17]([C:21]2[CH:26]=[CH:25][CH:24]=[CH:23][C:22]=2[F:27])[C:18](O)=[O:19])[CH2:16][CH2:15][CH2:14][CH2:13]1.CN(C(ON1N=NC2C=CC=CC1=2)=[N+](C)C)C.[B-](F)(F)(F)F.CCN(C(C)C)C(C)C, predict the reaction product. The product is: [CH:12]1([CH:17]([C:21]2[CH:26]=[CH:25][CH:24]=[CH:23][C:22]=2[F:27])[C:18]([NH:11][C:8]2[CH:9]=[C:10]3[C:5](=[CH:6][CH:7]=2)[NH:4][N:3]=[C:2]3[I:1])=[O:19])[CH2:16][CH2:15][CH2:14][CH2:13]1. (2) Given the reactants [CH3:1][O:2][C:3]([N:5]1[CH2:10][CH2:9][C:8](=O)[CH:7]([CH3:12])[CH2:6]1)=[O:4].[CH2:13]([NH2:20])[C:14]1[CH:19]=[CH:18][CH:17]=[CH:16][CH:15]=1, predict the reaction product. The product is: [CH3:1][O:2][C:3]([N:5]1[CH2:10][CH2:9][C@H:8]([NH:20][CH2:13][C:14]2[CH:19]=[CH:18][CH:17]=[CH:16][CH:15]=2)[C@H:7]([CH3:12])[CH2:6]1)=[O:4]. (3) Given the reactants [C:1]([O:5][C:6]([NH:8][C@@H:9]([CH2:13][C:14]1[CH:19]=[CH:18][C:17](B2OC(C)(C)C(C)(C)O2)=[CH:16][CH:15]=1)[C:10]([OH:12])=[O:11])=[O:7])([CH3:4])([CH3:3])[CH3:2].[NH2:29][C:30]1[N:35]=[C:34](Cl)[CH:33]=[C:32]([Cl:37])[N:31]=1.C(=O)(O)[O-].[K+].O, predict the reaction product. The product is: [NH2:29][C:30]1[N:35]=[C:34]([C:17]2[CH:16]=[CH:15][C:14]([CH2:13][C@H:9]([NH:8][C:6]([O:5][C:1]([CH3:2])([CH3:3])[CH3:4])=[O:7])[C:10]([OH:12])=[O:11])=[CH:19][CH:18]=2)[CH:33]=[C:32]([Cl:37])[N:31]=1. (4) Given the reactants Cl[C:2]1[C:7]([N+:8]([O-])=O)=[CH:6][C:5]([N+]([O-])=O)=[CH:4][N:3]=1.[C:14]([NH2:17])(=[S:16])C.[OH2:18].S1(CCCC1)(=O)=[O:20], predict the reaction product. The product is: [N+:17]([C:14]1[S:16][C:2]2[N:3]=[CH:4][CH:5]=[CH:6][C:7]=2[N:8]=1)([O-:20])=[O:18].